Dataset: Catalyst prediction with 721,799 reactions and 888 catalyst types from USPTO. Task: Predict which catalyst facilitates the given reaction. (1) The catalyst class is: 49. Product: [CH2:39]([O:41][C:42]1[C:51]([C:52]([NH:7][CH2:6][C:2]2[S:1][CH:5]=[CH:4][CH:3]=2)=[O:53])=[C:50]([CH3:55])[C:49]2[C:44](=[CH:45][C:46]([C:56]([F:59])([F:57])[F:58])=[CH:47][CH:48]=2)[N:43]=1)[CH3:40]. Reactant: [S:1]1[CH:5]=[CH:4][CH:3]=[C:2]1[CH2:6][NH2:7].CN(C(ON1N=NC2C=CC=NC1=2)=[N+](C)C)C.F[P-](F)(F)(F)(F)F.CCN(CC)CC.[CH2:39]([O:41][C:42]1[C:51]([C:52](O)=[O:53])=[C:50]([CH3:55])[C:49]2[C:44](=[CH:45][C:46]([C:56]([F:59])([F:58])[F:57])=[CH:47][CH:48]=2)[N:43]=1)[CH3:40]. (2) Reactant: [H-].[Na+].[O:3]=[C:4]1[C:9]2([CH2:13][CH2:12][CH2:11][CH2:10]2)[N:8]([C:14]([O:16][C:17]([CH3:20])([CH3:19])[CH3:18])=[O:15])[CH2:7][C:6]2([CH2:26][CH2:25][CH2:24][CH2:23][CH2:22][CH2:21]2)[NH:5]1.[CH2:27](Br)[C:28]#[CH:29]. Product: [O:3]=[C:4]1[C:9]2([CH2:10][CH2:11][CH2:12][CH2:13]2)[N:8]([C:14]([O:16][C:17]([CH3:20])([CH3:18])[CH3:19])=[O:15])[CH2:7][C:6]2([CH2:21][CH2:22][CH2:23][CH2:24][CH2:25][CH2:26]2)[N:5]1[CH2:29][C:28]#[CH:27]. The catalyst class is: 3. (3) Reactant: [CH2:1]([O:3][C:4](=[O:29])[CH:5]=[CH:6][CH:7]([NH:14][C:15](=[O:28])[CH2:16][CH2:17][CH2:18][CH2:19][CH2:20][CH2:21][C:22]1[CH:27]=[CH:26][CH:25]=[CH:24][CH:23]=1)[CH2:8][C:9]1[N:10]=[CH:11][NH:12][CH:13]=1)[CH3:2].[H-].[Na+].[CH2:32](Br)[CH:33]=[CH:34][C:35]1[CH:40]=[CH:39][CH:38]=[CH:37][CH:36]=1.O. Product: [CH2:1]([O:3][C:4](=[O:29])[CH:5]=[CH:6][CH:7]([NH:14][C:15](=[O:28])[CH2:16][CH2:17][CH2:18][CH2:19][CH2:20][CH2:21][C:22]1[CH:23]=[CH:24][CH:25]=[CH:26][CH:27]=1)[CH2:8][C:9]1[N:10]=[CH:11][N:12]([CH2:32][CH:33]=[CH:34][C:35]2[CH:40]=[CH:39][CH:38]=[CH:37][CH:36]=2)[CH:13]=1)[CH3:2]. The catalyst class is: 618.